This data is from Peptide-MHC class I binding affinity with 185,985 pairs from IEDB/IMGT. The task is: Regression. Given a peptide amino acid sequence and an MHC pseudo amino acid sequence, predict their binding affinity value. This is MHC class I binding data. The peptide sequence is AKSQSDTVF. The MHC is HLA-B15:03 with pseudo-sequence HLA-B15:03. The binding affinity (normalized) is 1.00.